From a dataset of Reaction yield outcomes from USPTO patents with 853,638 reactions. Predict the reaction yield, written as a fraction of the theoretical maximum amount of product (1.0 means a 100% yield; for example, 0.34 means a 34% yield). (1) The reactants are [C:1]1([CH2:7][C:8](=O)[CH3:9])[CH:6]=[CH:5][CH:4]=[CH:3][CH:2]=1.C(O[C:14](=[O:18])[CH2:15][C:16]#[N:17])C.C(O)(=O)C.C([O-])(=O)C.[NH4+].C(N)(=O)C. The catalyst is C1C=CC=CC=1. The product is [OH:18][C:14]1[C:6]2[C:1](=[CH:2][CH:3]=[CH:4][CH:5]=2)[CH:7]=[C:8]([CH3:9])[C:15]=1[C:16]#[N:17]. The yield is 0.360. (2) The reactants are C(OC[S:6]([C:9]1[CH:14]=[CH:13][C:12]([C:15]2[C:19]([C:20]3[CH:25]=[CH:24][CH:23]=[CH:22][CH:21]=3)=[CH:18][S:17][C:16]=2[C:26]([O:28][CH3:29])=[O:27])=[CH:11][C:10]=1[F:30])(=[O:8])=[O:7])(=O)C.C[O-].[Na+].C(OCC)(=O)C.Cl. The catalyst is O1CCCC1.CO. The product is [F:30][C:10]1[CH:11]=[C:12]([C:15]2[C:19]([C:20]3[CH:25]=[CH:24][CH:23]=[CH:22][CH:21]=3)=[CH:18][S:17][C:16]=2[C:26]([O:28][CH3:29])=[O:27])[CH:13]=[CH:14][C:9]=1[S:6]([OH:8])=[O:7]. The yield is 0.770. (3) The reactants are [NH2:1][CH2:2][C@H:3]1[CH2:8][CH2:7][C@H:6]([C:9]([OH:11])=[O:10])[CH2:5][CH2:4]1.[Br:12][C:13]1[CH:18]=[CH:17][C:16]([S:19](Cl)(=[O:21])=[O:20])=[C:15]([O:23][C:24]([F:27])([F:26])[F:25])[CH:14]=1. The catalyst is C1COCC1.[OH-].[Na+]. The product is [Br:12][C:13]1[CH:18]=[CH:17][C:16]([S:19]([NH:1][CH2:2][C@H:3]2[CH2:4][CH2:5][C@H:6]([C:9]([OH:11])=[O:10])[CH2:7][CH2:8]2)(=[O:21])=[O:20])=[C:15]([O:23][C:24]([F:26])([F:25])[F:27])[CH:14]=1. The yield is 0.780. (4) The reactants are [S:1]1[CH:5]=[CH:4][CH:3]=[C:2]1[C:6]1[CH:7]=[C:8]2[C:12](=[CH:13][CH:14]=1)[CH:11](O)[CH2:10][CH2:9]2.C1(P([N:30]=[N+:31]=[N-:32])(C2C=CC=CC=2)=O)C=CC=CC=1.N12CCCN=C1CCCCC2. The catalyst is O1CCCC1.C(OCC)(=O)C. The product is [N:30]([CH:11]1[C:12]2[C:8](=[CH:7][C:6]([C:2]3[S:1][CH:5]=[CH:4][CH:3]=3)=[CH:14][CH:13]=2)[CH2:9][CH2:10]1)=[N+:31]=[N-:32]. The yield is 0.720. (5) The reactants are [CH3:1][C:2](=[O:21])[CH:3]=[CH:4][CH2:5][CH2:6][CH2:7][CH2:8][CH2:9][CH2:10][CH2:11][CH2:12][CH2:13][CH2:14][CH2:15][CH2:16][CH2:17][CH2:18][CH2:19][CH3:20].[CH:22]1[CH2:26][CH:25]=[CH:24][CH:23]=1. The catalyst is C(O[Ti](Cl)(Cl)OC(C)C)(C)C.ClCCl. The product is [CH2:5]([CH:4]1[CH:24]2[CH2:25][CH:26]([CH:22]=[CH:23]2)[CH:3]1[C:2](=[O:21])[CH3:1])[CH2:6][CH2:7][CH2:8][CH2:9][CH2:10][CH2:11][CH2:12][CH2:13][CH2:14][CH2:15][CH2:16][CH2:17][CH2:18][CH2:19][CH3:20]. The yield is 0.830. (6) The reactants are Cl[CH2:2][C:3]1[N:4]=[C:5]([C:20]2[CH:25]=[CH:24][C:23]([C:26]([F:29])([F:28])[F:27])=[CH:22][CH:21]=2)[S:6][C:7]=1[CH2:8][CH2:9][C:10]([C:12]1[CH:17]=[CH:16][C:15]([OH:18])=[C:14]([CH3:19])[CH:13]=1)=[O:11].[CH3:30][O:31][C:32]1[CH:37]=[CH:36][C:35]([N:38]2[CH2:43][CH2:42][NH:41][CH2:40][CH2:39]2)=[CH:34][CH:33]=1. The catalyst is C1COCC1. The product is [OH:18][C:15]1[CH:16]=[CH:17][C:12]([C:10](=[O:11])[CH2:9][CH2:8][C:7]2[S:6][C:5]([C:20]3[CH:25]=[CH:24][C:23]([C:26]([F:29])([F:28])[F:27])=[CH:22][CH:21]=3)=[N:4][C:3]=2[CH2:2][N:41]2[CH2:40][CH2:39][N:38]([C:35]3[CH:34]=[CH:33][C:32]([O:31][CH3:30])=[CH:37][CH:36]=3)[CH2:43][CH2:42]2)=[CH:13][C:14]=1[CH3:19]. The yield is 0.870.